From a dataset of Reaction yield outcomes from USPTO patents with 853,638 reactions. Predict the reaction yield, written as a fraction of the theoretical maximum amount of product (1.0 means a 100% yield; for example, 0.34 means a 34% yield). (1) The reactants are [Cl:1][C:2]1[N:3]=[C:4]([N:12]2[CH2:17][CH2:16][O:15][CH2:14][CH2:13]2)[C:5]2[S:10][C:9]([NH2:11])=[CH:8][C:6]=2[N:7]=1.[CH3:18][C:19]([O:22][C:23](O[C:23]([O:22][C:19]([CH3:21])([CH3:20])[CH3:18])=[O:24])=[O:24])([CH3:21])[CH3:20].[H-].[Na+]. The catalyst is CN(C=O)C. The product is [Cl:1][C:2]1[N:3]=[C:4]([N:12]2[CH2:17][CH2:16][O:15][CH2:14][CH2:13]2)[C:5]2[S:10][C:9]([NH:11][C:23](=[O:24])[O:22][C:19]([CH3:21])([CH3:20])[CH3:18])=[CH:8][C:6]=2[N:7]=1. The yield is 0.475. (2) The reactants are [C@@H:1]1([NH:10][C:11]2[N:16]=[CH:15][N:14]=[C:13]([NH:17][C@H:18]3[CH2:22][C@H:21]([OH:23])[C@@H:20]([CH2:24][OH:25])[CH2:19]3)[CH:12]=2)[C:9]2[C:4](=[CH:5][CH:6]=[CH:7][CH:8]=2)[CH2:3][CH2:2]1.C(C1C=C(C)C=C(C(C)(C)C)N=1)(C)(C)C.Cl[S:42]([NH:45]C(=O)OC(C)(C)C)(=[O:44])=[O:43]. The catalyst is C(#N)C. The product is [S:42](=[O:44])(=[O:43])([O:25][CH2:24][C@H:20]1[CH2:19][C@@H:18]([NH:17][C:13]2[CH:12]=[C:11]([NH:10][C@@H:1]3[C:9]4[C:4](=[CH:5][CH:6]=[CH:7][CH:8]=4)[CH2:3][CH2:2]3)[N:16]=[CH:15][N:14]=2)[CH2:22][C@@H:21]1[OH:23])[NH2:45]. The yield is 0.330. (3) The reactants are [C:1]([O:5][C:6]([NH:8][C:9]1[CH:10]=[C:11]([CH:24]=[CH:25][CH:26]=1)[O:12][C:13]1[C:18]([C:19]([OH:21])=O)=[CH:17][N:16]=[C:15]([S:22][CH3:23])[N:14]=1)=[O:7])([CH3:4])([CH3:3])[CH3:2].[NH2:27][C:28]1[CH:33]=[CH:32][CH:31]=[CH:30][CH:29]=1.C1C=CC(P(C2C(C3C(P(C4C=CC=CC=4)C4C=CC=CC=4)=CC=C4C=3C=CC=C4)=C3C(C=CC=C3)=CC=2)C2C=CC=CC=2)=CC=1.C([O-])([O-])=O.[Cs+].[Cs+]. The catalyst is C1(C)C=CC=CC=1.CCOC(C)=O.CC([O-])=O.CC([O-])=O.[Pd+2]. The product is [C:1]([O:5][C:6](=[O:7])[NH:8][C:9]1[CH:26]=[CH:25][CH:24]=[C:11]([O:12][C:13]2[C:18]([C:19](=[O:21])[NH:27][C:28]3[CH:33]=[CH:32][CH:31]=[CH:30][CH:29]=3)=[CH:17][N:16]=[C:15]([S:22][CH3:23])[N:14]=2)[CH:10]=1)([CH3:4])([CH3:2])[CH3:3]. The yield is 0.395. (4) The reactants are [Si:1]([O:8][C@H:9]([C:38]1[CH:39]=[N:40][C:41]([Cl:44])=[CH:42][CH:43]=1)[C@H:10]([NH:25]C(OCC1C=CC(OC)=CC=1)=O)[CH2:11][CH2:12][C:13]#[C:14][C:15]1[CH:24]=[CH:23][C:18]([C:19]([O:21][CH3:22])=[O:20])=[CH:17][CH:16]=1)([C:4]([CH3:7])([CH3:6])[CH3:5])([CH3:3])[CH3:2].C(N(CC)CC)C. The catalyst is ClCCl. The product is [NH2:25][C@@H:10]([C@H:9]([O:8][Si:1]([C:4]([CH3:7])([CH3:6])[CH3:5])([CH3:3])[CH3:2])[C:38]1[CH:39]=[N:40][C:41]([Cl:44])=[CH:42][CH:43]=1)[CH2:11][CH2:12][C:13]#[C:14][C:15]1[CH:24]=[CH:23][C:18]([C:19]([O:21][CH3:22])=[O:20])=[CH:17][CH:16]=1. The yield is 0.770. (5) The reactants are CC1(C)C(C)(C)OB([C:9]2[CH:10]=[N:11][N:12]3[CH:17]=[CH:16][N:15]=[CH:14][C:13]=23)O1.[Cl:19][C:20]1[N:25]=[C:24](C2C=NN3C=CC=CC=23)[CH:23]=[N:22][CH:21]=1. No catalyst specified. The product is [Cl:19][C:20]1[N:25]=[C:24]([C:9]2[CH:10]=[N:11][N:12]3[CH:17]=[CH:16][N:15]=[CH:14][C:13]=23)[CH:23]=[N:22][CH:21]=1. The yield is 0.280. (6) The reactants are [CH:1]1([CH2:6][C:7]([OH:9])=O)[CH2:5][CH2:4][CH:3]=[CH:2]1.C(N(CC)C(C)C)(C)C.[F:19][C:20]1[CH:25]=[C:24]([N:26]2[CH2:31][CH2:30][O:29][CH2:28][CH2:27]2)[CH:23]=[C:22]([F:32])[C:21]=1[NH2:33].C(OCC)(=O)C. The catalyst is CN(C)C=O. The product is [CH:1]1([CH2:6][C:7]([NH:33][C:21]2[C:20]([F:19])=[CH:25][C:24]([N:26]3[CH2:31][CH2:30][O:29][CH2:28][CH2:27]3)=[CH:23][C:22]=2[F:32])=[O:9])[CH2:5][CH2:4][CH:3]=[CH:2]1. The yield is 0.710. (7) The reactants are F[C:2]1[C:3]([N+:8]([O-:10])=[O:9])=[N:4][CH:5]=[CH:6][CH:7]=1.[OH:11][CH2:12][C:13]1([NH:19][C:20](=[O:26])[O:21][C:22]([CH3:25])([CH3:24])[CH3:23])[CH2:18][CH2:17][NH:16][CH2:15][CH2:14]1.C(N(C(C)C)C(C)C)C. The catalyst is C1COCC1. The product is [OH:11][CH2:12][C:13]1([NH:19][C:20](=[O:26])[O:21][C:22]([CH3:24])([CH3:23])[CH3:25])[CH2:14][CH2:15][N:16]([C:2]2[C:3]([N+:8]([O-:10])=[O:9])=[N:4][CH:5]=[CH:6][CH:7]=2)[CH2:17][CH2:18]1. The yield is 0.980.